Dataset: Catalyst prediction with 721,799 reactions and 888 catalyst types from USPTO. Task: Predict which catalyst facilitates the given reaction. (1) Reactant: [CH3:1][O:2][C:3]1[CH:4]=[CH:5][N:6]=[C:7]([CH2:11][S+:12]([O-:26])[C:13]2[NH:14][C:15]3[CH:16]=[CH:17][C:18]([O:22][CH:23]([F:25])[F:24])=[CH:19][C:20]=3[N:21]=2)[C:8]=1[O:9][CH3:10].[OH-].[Na+:28]. Product: [CH3:1][O:2][C:3]1[CH:4]=[CH:5][N:6]=[C:7]([CH2:11][S+:12]([O-:26])[C:13]2[N-:14][C:15]3[CH:16]=[CH:17][C:18]([O:22][CH:23]([F:24])[F:25])=[CH:19][C:20]=3[N:21]=2)[C:8]=1[O:9][CH3:10].[Na+:28]. The catalyst class is: 13. (2) Reactant: [C:1]([O:4][C@@H:5]1[CH:13]([C@@:14]2([CH3:30])[CH2:19][CH2:18][C@H:17]([O:20][Si:21]([C:24]([CH3:27])([CH3:26])[CH3:25])([CH3:23])[CH3:22])[CH2:16][C@@H:15]2[CH2:28]O)[CH2:12][CH2:11][C@@:10]2([CH3:31])[CH:6]1[CH2:7][CH2:8][C:9]12[O:35][CH2:34][CH2:33][O:32]1)(=[O:3])[CH3:2].C1(P(C2C=CC=CC=2)C2C=CC=CC=2)C=CC=CC=1.C1(P([N:69]=[N+:70]=[N-:71])(C2C=CC=CC=2)=O)C=CC=CC=1.CC(OC(/N=N/C(OC(C)C)=O)=O)C.C([O-])(O)=O.[Na+]. Product: [C:1]([O:4][C@@H:5]1[CH:13]([C@@:14]2([CH3:30])[CH2:19][CH2:18][C@H:17]([O:20][Si:21]([C:24]([CH3:27])([CH3:26])[CH3:25])([CH3:23])[CH3:22])[CH2:16][C@@H:15]2[CH2:28][N:69]=[N+:70]=[N-:71])[CH2:12][CH2:11][C@@:10]2([CH3:31])[CH:6]1[CH2:7][CH2:8][C:9]12[O:35][CH2:34][CH2:33][O:32]1)(=[O:3])[CH3:2]. The catalyst class is: 49. (3) Reactant: [N+:1]([C:4]1[CH:9]=[CH:8][CH:7]=[CH:6][C:5]=1[O:10][C:11]1[CH:12]=[C:13]2[C:18](=[CH:19][CH:20]=1)[O:17][CH:16]([C:21]1[CH:26]=[CH:25][CH:24]=[CH:23][CH:22]=1)[CH2:15][CH2:14]2)([O-:3])=[O:2].OC1C=C2C(=CC=1)OC(C1C=CC=CC=1)CC2.[OH-].[K+].ClC1C=CC([C:51]#[N:52])=CC=1[N+]([O-])=O. Product: [C:51]([C:8]1[CH:7]=[CH:6][C:5]([O:10][C:11]2[CH:12]=[C:13]3[C:18](=[CH:19][CH:20]=2)[O:17][CH:16]([C:21]2[CH:26]=[CH:25][CH:24]=[CH:23][CH:22]=2)[CH2:15][CH2:14]3)=[C:4]([N+:1]([O-:3])=[O:2])[CH:9]=1)#[N:52]. The catalyst class is: 16. (4) Reactant: Br[C:2]1[CH:7]=[CH:6][CH:5]=[CH:4][N:3]=1.[Br:8][C:9]1[N:10]=[CH:11][NH:12][CH:13]=1.O.CCOC(C)=O. Product: [Br:8][C:9]1[N:10]=[CH:11][N:12]([C:2]2[CH:7]=[CH:6][CH:5]=[CH:4][N:3]=2)[CH:13]=1. The catalyst class is: 37. (5) Reactant: [NH2:1][C:2]1[C:6]([C:7]2[CH:12]=[CH:11][C:10]([Cl:13])=[CH:9][C:8]=2[Cl:14])=[CH:5][NH:4][N:3]=1.[C:15](OCC)(=[O:20])[CH2:16][C:17]([CH3:19])=O. Product: [Cl:14][C:8]1[CH:9]=[C:10]([Cl:13])[CH:11]=[CH:12][C:7]=1[C:6]1[CH:5]=[N:4][N:3]2[C:15]([OH:20])=[CH:16][C:17]([CH3:19])=[N:1][C:2]=12. The catalyst class is: 12. (6) Reactant: [CH2:1]([O:8][CH2:9][CH2:10][O:11][C:12]1[CH:17]=[CH:16][C:15]([N+:18]([O-])=O)=[C:14]([CH3:21])[CH:13]=1)[C:2]1[CH:7]=[CH:6][CH:5]=[CH:4][CH:3]=1.CO.C([O-])=O.[NH4+].ClCCl. Product: [CH2:1]([O:8][CH2:9][CH2:10][O:11][C:12]1[CH:17]=[CH:16][C:15]([NH2:18])=[C:14]([CH3:21])[CH:13]=1)[C:2]1[CH:3]=[CH:4][CH:5]=[CH:6][CH:7]=1. The catalyst class is: 386. (7) Reactant: [N-:1]=[N+:2]=[N-:3].[Na+].[Cl:5][C:6]1[CH:13]=[CH:12][CH:11]=[CH:10][C:7]=1[CH2:8]Cl. Product: [N:1]([CH2:8][C:7]1[CH:10]=[CH:11][CH:12]=[CH:13][C:6]=1[Cl:5])=[N+:2]=[N-:3]. The catalyst class is: 47. (8) Reactant: [Br:1][C:2]1[C:7]([O:8][CH3:9])=[CH:6][C:5]([C:10](=[O:13])[CH2:11][CH3:12])=[CH:4][C:3]=1[O:14][CH3:15].[Br-:16].[Br-].[Br-].[NH+]1C=CC=CC=1.[NH+]1C=CC=CC=1.[NH+]1C=CC=CC=1.C([O-])(O)=O.[Na+]. Product: [Br:16][CH:11]([CH3:12])[C:10]([C:5]1[CH:6]=[C:7]([O:8][CH3:9])[C:2]([Br:1])=[C:3]([O:14][CH3:15])[CH:4]=1)=[O:13]. The catalyst class is: 1. (9) Reactant: [Li][NH2:2].Br[C:4]1[CH:9]=[CH:8][CH:7]=[CH:6][C:5]=1[CH:10]([CH3:12])[CH3:11].Cl.C([O-])(O)=O.[Na+]. Product: [CH:10]([C:5]1[CH:6]=[CH:7][CH:8]=[CH:9][C:4]=1[NH2:2])([CH3:12])[CH3:11]. The catalyst class is: 57. (10) Reactant: [CH2:1]([O:3][C:4](=[O:32])[C:5]1[CH:10]=[C:9]([CH3:11])[C:8]([N:12]2[CH2:17][CH2:16][N:15]([C:18]3[CH:23]=[C:22](Cl)[N:21]=[C:20]([N:25]4[CH2:29][CH2:28][CH2:27][CH:26]4[CH3:30])[N:19]=3)[C@H:14]([CH3:31])[CH2:13]2)=[N:7][CH:6]=1)[CH3:2].[NH:33]1[CH2:38][CH2:37][CH2:36][CH2:35][CH2:34]1.C(N(C(C)C)CC)(C)C. Product: [CH2:1]([O:3][C:4](=[O:32])[C:5]1[CH:10]=[C:9]([CH3:11])[C:8]([N:12]2[CH2:17][CH2:16][N:15]([C:18]3[CH:23]=[C:22]([N:33]4[CH2:38][CH2:37][CH2:36][CH2:35][CH2:34]4)[N:21]=[C:20]([N:25]4[CH2:29][CH2:28][CH2:27][CH:26]4[CH3:30])[N:19]=3)[C@H:14]([CH3:31])[CH2:13]2)=[N:7][CH:6]=1)[CH3:2]. The catalyst class is: 44.